Dataset: Reaction yield outcomes from USPTO patents with 853,638 reactions. Task: Predict the reaction yield, written as a fraction of the theoretical maximum amount of product (1.0 means a 100% yield; for example, 0.34 means a 34% yield). (1) The reactants are [CH:1]([C:4]1[NH:5][C:6]2[C:11]([CH:12]=1)=[CH:10][C:9]([N+:13]([O-])=O)=[CH:8][CH:7]=2)([CH3:3])[CH3:2]. The catalyst is [Ni].CO. The product is [CH:1]([C:4]1[NH:5][C:6]2[C:11]([CH:12]=1)=[CH:10][C:9]([NH2:13])=[CH:8][CH:7]=2)([CH3:3])[CH3:2]. The yield is 0.410. (2) The reactants are [NH:1]1[CH:5]=[CH:4][CH:3]=[C:2]1[C:6]([OH:8])=O.C(Cl)(=O)C(Cl)=O.Cl.[CH3:16][O:17][NH:18][CH3:19]. The product is [CH3:16][O:17][N:18]([CH3:19])[C:6]([C:2]1[NH:1][CH:5]=[CH:4][CH:3]=1)=[O:8]. The catalyst is C(Cl)Cl.CN(C=O)C.C(OCC)(=O)C. The yield is 0.820. (3) The reactants are [Br-].C1([P+](C2C=CC=CC=2)(C2C=CC=CC=2)C2C=CC=CC=2)CCCCC1.C([Li])CCC.[CH3:32][CH2:33][CH2:34][CH2:35][CH2:36][CH3:37].[CH3:38][O:39][C:40]1[C:48]2[O:47][C:46]([CH3:50])([CH3:49])[CH2:45][C:44]=2[CH:43]=[C:42]([CH:51]=O)[CH:41]=1. The catalyst is O1CCCC1.O. The product is [C:34]1(=[CH:51][C:42]2[CH:41]=[C:40]([O:39][CH3:38])[C:48]3[O:47][C:46]([CH3:50])([CH3:49])[CH2:45][C:44]=3[CH:43]=2)[CH2:33][CH2:32][CH2:37][CH2:36][CH2:35]1. The yield is 0.220. (4) The reactants are [NH2:1][C:2]1[CH:3]=[C:4]2[C:9](=[CH:10][CH:11]=1)[C:8](=[O:12])[NH:7][CH:6]=[CH:5]2.[Cl:13]N1C(=O)CCC1=O. The catalyst is CN(C=O)C. The product is [NH2:1][C:2]1[C:3]([Cl:13])=[C:4]2[C:9](=[CH:10][CH:11]=1)[C:8](=[O:12])[NH:7][CH:6]=[CH:5]2. The yield is 0.820. (5) The reactants are [CH2:1]([O:3][C:4]([C:6]12[CH2:23][CH:22]1[CH:21]=[CH:20][CH2:19][CH2:18][CH2:17][CH2:16][N:15]([CH3:24])[C:14](=[O:25])[N:13]1[CH:9]([CH2:10][CH:11]([OH:26])[CH2:12]1)[C:8](=[O:27])[NH:7]2)=[O:5])[CH3:2].[CH3:28][O:29][C:30]1[N:35]=[C:34](O)[CH:33]=[C:32]([C:37]2[CH:42]=[CH:41][CH:40]=[CH:39][CH:38]=2)[N:31]=1.C1C=CC(P(C2C=CC=CC=2)C2C=CC=CC=2)=CC=1.CC(OC(/N=N/C(OC(C)C)=O)=O)C. The catalyst is C1COCC1.CCOCC.CN(C=O)C. The product is [CH2:1]([O:3][C:4]([C:6]12[CH2:23][CH:22]1[CH:21]=[CH:20][CH2:19][CH2:18][CH2:17][CH2:16][N:15]([CH3:24])[C:14](=[O:25])[N:13]1[CH:9]([CH2:10][CH:11]([O:26][C:34]3[CH:33]=[C:32]([C:37]4[CH:42]=[CH:41][CH:40]=[CH:39][CH:38]=4)[N:31]=[C:30]([O:29][CH3:28])[N:35]=3)[CH2:12]1)[C:8](=[O:27])[NH:7]2)=[O:5])[CH3:2]. The yield is 0.520. (6) The reactants are [Br:1][C:2]1[CH:29]=[CH:28][C:5]2[C:6]3[N:7]([CH:11]=[C:12]([C:14]([N:16]=[C:17](SC)[NH:18][C:19]([O:21]C(C)(C)C)=[O:20])=O)[N:13]=3)[CH2:8][CH2:9][O:10][C:4]=2[CH:3]=1.Cl.[Cl:31][C:32]1[CH:37]=[CH:36][CH:35]=[CH:34][C:33]=1[NH:38][NH2:39]. The catalyst is CC(O)=O. The product is [Br:1][C:2]1[CH:29]=[CH:28][C:5]2[C:6]3[N:7]([CH:11]=[C:12]([C:14]4[N:38]([C:33]5[CH:34]=[CH:35][CH:36]=[CH:37][C:32]=5[Cl:31])[N:39]=[C:17]([NH:18][C:19](=[O:20])[OH:21])[N:16]=4)[N:13]=3)[CH2:8][CH2:9][O:10][C:4]=2[CH:3]=1. The yield is 0.600. (7) The catalyst is C(O)(C)C.[Cu]I. The yield is 0.600. The product is [CH3:17][C:14]1([CH3:18])[NH:13][CH2:12][C:11]2[CH:10]=[CH:9][C:4]([C:5]([O:7][CH3:8])=[O:6])=[CH:3][C:2]=2[O:16][CH2:15]1. The reactants are Br[C:2]1[CH:3]=[C:4]([CH:9]=[CH:10][C:11]=1[CH2:12][NH:13][C:14]([CH3:18])([CH3:17])[CH2:15][OH:16])[C:5]([O:7][CH3:8])=[O:6].C([O-])([O-])=O.[K+].[K+].